Dataset: Reaction yield outcomes from USPTO patents with 853,638 reactions. Task: Predict the reaction yield, written as a fraction of the theoretical maximum amount of product (1.0 means a 100% yield; for example, 0.34 means a 34% yield). (1) The reactants are [O:1]=[C:2]1[C:11]2[C:6](=[CH:7][C:8]([C:12]([O:14][CH3:15])=[O:13])=[CH:9][CH:10]=2)[O:5][CH2:4][CH2:3]1.[C:16]1([CH:21]=O)[CH2:20][CH2:19][CH2:18][CH:17]=1.N1CCCC1. The catalyst is CO. The product is [C:16]1([CH:21]=[C:3]2[C:2](=[O:1])[C:11]3[C:6](=[CH:7][C:8]([C:12]([O:14][CH3:15])=[O:13])=[CH:9][CH:10]=3)[O:5][CH2:4]2)[CH2:20][CH2:19][CH2:18][CH:17]=1. The yield is 0.640. (2) The yield is 0.990. The product is [N:52]([CH2:46][CH2:45][C:15]1[N:14]([CH:1]([C:2]2[CH:7]=[CH:6][CH:5]=[CH:4][CH:3]=2)[C:8]2[CH:13]=[CH:12][CH:11]=[CH:10][CH:9]=2)[C:22]2[C:17]([C:16]=1[CH2:24][CH2:25][S:26]([C:29]1[CH:34]=[CH:33][C:32]([C:35]3[CH:36]=[C:37]([CH:42]=[CH:43][CH:44]=3)[C:38]([O:40][CH3:41])=[O:39])=[CH:31][CH:30]=1)(=[O:28])=[O:27])=[CH:18][C:19]([Cl:23])=[CH:20][CH:21]=2)=[N+:53]=[N-:54]. The reactants are [CH:1]([N:14]1[C:22]2[C:17](=[CH:18][C:19]([Cl:23])=[CH:20][CH:21]=2)[C:16]([CH2:24][CH2:25][S:26]([C:29]2[CH:34]=[CH:33][C:32]([C:35]3[CH:36]=[C:37]([CH:42]=[CH:43][CH:44]=3)[C:38]([O:40][CH3:41])=[O:39])=[CH:31][CH:30]=2)(=[O:28])=[O:27])=[C:15]1[CH2:45][CH2:46]OS(C)(=O)=O)([C:8]1[CH:13]=[CH:12][CH:11]=[CH:10][CH:9]=1)[C:2]1[CH:7]=[CH:6][CH:5]=[CH:4][CH:3]=1.[N-:52]=[N+:53]=[N-:54].[Na+].CN(C=O)C. The catalyst is O. (3) The reactants are [Cl:1][C:2]1[N:7]=[C:6]2[NH:8][N:9]=[C:10]([C:11]([O:13][CH3:14])=[O:12])[C:5]2=[CH:4][CH:3]=1.[Br:15][C:16]1[CH:17]=[C:18](B(O)O)[CH:19]=[CH:20][CH:21]=1. No catalyst specified. The product is [Br:15][C:16]1[CH:21]=[C:20]([N:8]2[C:6]3=[N:7][C:2]([Cl:1])=[CH:3][CH:4]=[C:5]3[C:10]([C:11]([O:13][CH3:14])=[O:12])=[N:9]2)[CH:19]=[CH:18][CH:17]=1. The yield is 0.630.